Dataset: Full USPTO retrosynthesis dataset with 1.9M reactions from patents (1976-2016). Task: Predict the reactants needed to synthesize the given product. (1) Given the product [Cl:1][C:2]1[CH:9]=[C:6]([CH:7]=[O:8])[C:5]2[O:10][CH2:14][CH2:13][O:11][C:4]=2[CH:3]=1, predict the reactants needed to synthesize it. The reactants are: [Cl:1][C:2]1[CH:3]=[C:4]([OH:11])[C:5]([OH:10])=[C:6]([CH:9]=1)[CH:7]=[O:8].Br[CH2:13][CH2:14]Br.C(=O)([O-])[O-].[K+].[K+]. (2) Given the product [CH2:35]([O:34][C:32](=[O:33])[NH:1][C:2]1[CH:7]=[CH:6][C:5]([C:8]2[CH:9]=[N:10][C:11]3[N:12]([N:15]=[CH:16][C:17]=3[C:18]3[CH:19]=[CH:20][C:21]([N:24]4[CH2:25][CH2:26][N:27]([CH3:30])[CH2:28][CH2:29]4)=[CH:22][CH:23]=3)[C:13]=2[NH2:14])=[CH:4][CH:3]=1)[CH:36]([CH3:38])[CH3:37], predict the reactants needed to synthesize it. The reactants are: [NH2:1][C:2]1[CH:7]=[CH:6][C:5]([C:8]2[CH:9]=[N:10][C:11]3[N:12]([N:15]=[CH:16][C:17]=3[C:18]3[CH:23]=[CH:22][C:21]([N:24]4[CH2:29][CH2:28][N:27]([CH3:30])[CH2:26][CH2:25]4)=[CH:20][CH:19]=3)[C:13]=2[NH2:14])=[CH:4][CH:3]=1.Cl[C:32]([O:34][CH2:35][CH:36]([CH3:38])[CH3:37])=[O:33].C(OCC)(=O)C.C([O-])(O)=O.[Na+]. (3) Given the product [CH2:3]([OH:7])[CH3:1].[CH2:25]([N:27]1[C:8](=[O:10])[C:5]2=[N:6][O:7][CH:3]=[C:4]2[C:11]([C:12]2[CH:13]=[CH:14][CH:15]=[CH:16][CH:17]=2)=[N:28]1)[CH3:26], predict the reactants needed to synthesize it. The reactants are: [CH2:1]([C:3]1[O:7][N:6]=[C:5]([C:8]([O-:10])=O)[C:4]=1[C:11](=O)[C:12]1[CH:17]=[CH:16][CH:15]=[CH:14][CH:13]=1)C.C(O)(=O)C(O)=O.[CH2:25]([NH:27][NH2:28])[CH3:26]. (4) Given the product [NH2:1][C:2]1[CH:3]=[N:4][CH:5]=[CH:6][C:7]=1[CH2:8][N:10]1[CH2:15][CH2:14][CH:13]([C:16]([O:18][CH2:19][CH3:20])=[O:17])[CH2:12][CH2:11]1, predict the reactants needed to synthesize it. The reactants are: [NH2:1][C:2]1[CH:3]=[N:4][CH:5]=[CH:6][C:7]=1[CH:8]=O.[NH:10]1[CH2:15][CH2:14][CH:13]([C:16]([O:18][CH2:19][CH3:20])=[O:17])[CH2:12][CH2:11]1.[BH-](OC(C)=O)(OC(C)=O)OC(C)=O.[Na+]. (5) Given the product [CH2:22]([N:29]1[CH2:34][CH2:33][C:32]([C:19]2[C:10]([Cl:9])=[N:11][C:12]3[C:17]([CH:18]=2)=[CH:16][C:15]([O:20][CH3:21])=[CH:14][CH:13]=3)([OH:39])[CH2:31][CH2:30]1)[C:23]1[CH:28]=[CH:27][CH:26]=[CH:25][CH:24]=1, predict the reactants needed to synthesize it. The reactants are: C([N-]C(C)C)(C)C.[Li+].[Cl:9][C:10]1[CH:19]=[CH:18][C:17]2[C:12](=[CH:13][CH:14]=[C:15]([O:20][CH3:21])[CH:16]=2)[N:11]=1.[CH2:22]([N:29]1[CH2:34][CH2:33][CH2:32][CH2:31][C:30]1=O)[C:23]1[CH:28]=[CH:27][CH:26]=[CH:25][CH:24]=1.C1C[O:39]CC1. (6) Given the product [Br:1][C:2]1[CH:3]=[N:4][C:5]2[C:10]([CH:11]=1)=[N:9][CH:8]=[CH:7][C:6]=2[Cl:15], predict the reactants needed to synthesize it. The reactants are: [Br:1][C:2]1[CH:11]=[C:10]2[C:5]([C:6](O)=[CH:7][CH:8]=[N:9]2)=[N:4][CH:3]=1.P(Cl)(Cl)([Cl:15])=O. (7) Given the product [Br:1][C:2]1[CH:3]=[CH:4][C:5]([CH2:8][O:9][CH3:10])=[N:6][CH:7]=1, predict the reactants needed to synthesize it. The reactants are: [Br:1][C:2]1[CH:3]=[CH:4][C:5]([CH2:8][OH:9])=[N:6][CH:7]=1.[CH2:10]1COCC1.CN(C=O)C.[H-].[Na+].CI. (8) Given the product [OH:8][C:9]1[C:14]([C:15]([F:16])([F:17])[F:18])=[C:13]([OH:19])[CH:12]=[CH:11][C:10]=1[C:27](=[O:29])[CH3:28], predict the reactants needed to synthesize it. The reactants are: C([O:8][C:9]1[C:14]([C:15]([F:18])([F:17])[F:16])=[C:13]([O:19]CC2C=CC=CC=2)[CH:12]=[CH:11][C:10]=1[C:27](=[O:29])[CH3:28])C1C=CC=CC=1. (9) Given the product [NH2:18][C:17]1[N:5]([CH2:4][C:3]2[CH:7]=[CH:8][CH:9]=[CH:10][C:2]=2[F:1])[N:6]=[C:13]([C:11]#[N:12])[C:14]=1[C:15]#[N:16], predict the reactants needed to synthesize it. The reactants are: [F:1][C:2]1[CH:10]=[CH:9][CH:8]=[CH:7][C:3]=1[CH2:4][NH:5][NH2:6].[C:11]([C:13](C#N)=[C:14]([C:17]#[N:18])[C:15]#[N:16])#[N:12].